This data is from Catalyst prediction with 721,799 reactions and 888 catalyst types from USPTO. The task is: Predict which catalyst facilitates the given reaction. (1) Reactant: [CH3:1][C:2]1[N:11]=[C:10]2[C:5]([CH2:6][CH2:7][CH2:8][NH:9]2)=[CH:4][CH:3]=1.[Br:12]N1C(=O)CCC1=O. Product: [Br:12][C:3]1[CH:4]=[C:5]2[C:10](=[N:11][C:2]=1[CH3:1])[NH:9][CH2:8][CH2:7][CH2:6]2. The catalyst class is: 2. (2) Reactant: [F:1][C:2]1[CH:3]=[C:4]([C@H:9]2[C@H:13]([NH:14][C:15]([NH:17][C:18]3[N:22]([C:23]4[CH:28]=[CH:27][CH:26]=[CH:25][CH:24]=4)[N:21]=[C:20]([O:29][CH2:30][CH3:31])[C:19]=3[CH3:32])=[O:16])[CH2:12][N:11]([CH2:33][C:34]([OH:36])=O)[CH2:10]2)[CH:5]=[CH:6][C:7]=1[F:8].[CH3:37][N:38]1CCOCC1.CN.CN(C(ON1N=NC2C=CC=NC1=2)=[N+](C)C)C.F[P-](F)(F)(F)(F)F. Product: [F:1][C:2]1[CH:3]=[C:4]([C@H:9]2[C@H:13]([NH:14][C:15]([NH:17][C:18]3[N:22]([C:23]4[CH:24]=[CH:25][CH:26]=[CH:27][CH:28]=4)[N:21]=[C:20]([O:29][CH2:30][CH3:31])[C:19]=3[CH3:32])=[O:16])[CH2:12][N:11]([CH2:33][C:34]([NH:38][CH3:37])=[O:36])[CH2:10]2)[CH:5]=[CH:6][C:7]=1[F:8]. The catalyst class is: 3.